Dataset: CYP2D6 inhibition data for predicting drug metabolism from PubChem BioAssay. Task: Regression/Classification. Given a drug SMILES string, predict its absorption, distribution, metabolism, or excretion properties. Task type varies by dataset: regression for continuous measurements (e.g., permeability, clearance, half-life) or binary classification for categorical outcomes (e.g., BBB penetration, CYP inhibition). Dataset: cyp2d6_veith. (1) The drug is O=C(CCl)Nc1ccc(Oc2cnc3ccccc3n2)cc1. The result is 0 (non-inhibitor). (2) The compound is OCc1nnn(-c2cccc(C(F)(F)F)c2)c1CO. The result is 0 (non-inhibitor). (3) The molecule is COc1cccc([C@H]2Oc3ccc(OC)cc3/C(=N\O[C@@H]3O[C@H](COC(C)=O)[C@H](OC(C)=O)[C@H](OC(C)=O)[C@H]3OC(C)=O)[C@@H]2O)c1. The result is 1 (inhibitor). (4) The drug is N#Cc1cnc2c(N=Nc3ccccc3Cl)c(N)nn2c1-c1ccccc1. The result is 0 (non-inhibitor). (5) The molecule is CCCCCCCCCCCCCCCC(=O)NCCO. The result is 0 (non-inhibitor).